From a dataset of Full USPTO retrosynthesis dataset with 1.9M reactions from patents (1976-2016). Predict the reactants needed to synthesize the given product. (1) Given the product [NH2:38][C:36]1[N:35]=[CH:34][N:33]=[C:32]2[N:31]([CH:39]([CH3:41])[CH3:40])[N:30]=[C:29]([C:13]3[N:14]([C:18]([O:20][C:21]([CH3:24])([CH3:23])[CH3:22])=[O:19])[C:15]4[C:11]([CH:12]=3)=[CH:10][C:9]([O:8][CH2:1][C:2]3[CH:7]=[CH:6][CH:5]=[CH:4][CH:3]=3)=[CH:17][CH:16]=4)[C:37]=12, predict the reactants needed to synthesize it. The reactants are: [CH2:1]([O:8][C:9]1[CH:10]=[C:11]2[C:15](=[CH:16][CH:17]=1)[N:14]([C:18]([O:20][C:21]([CH3:24])([CH3:23])[CH3:22])=[O:19])[C:13](B(O)O)=[CH:12]2)[C:2]1[CH:7]=[CH:6][CH:5]=[CH:4][CH:3]=1.I[C:29]1[C:37]2[C:32](=[N:33][CH:34]=[N:35][C:36]=2[NH2:38])[N:31]([CH:39]([CH3:41])[CH3:40])[N:30]=1.C([O-])([O-])=O.[Na+].[Na+]. (2) The reactants are: N[C:2]1[S:3][C:4]([C:14]2[N:23]=[CH:22][C:21]3[N:20]([CH3:24])[C:19](=[O:25])[C@@H:18]([CH2:26][CH3:27])[N:17]([CH:28]([CH3:30])[CH3:29])[C:16]=3[N:15]=2)=[C:5]([C:7]2[CH:12]=[CH:11][C:10]([F:13])=[CH:9][CH:8]=2)[N:6]=1.[Cu](C#N)[C:32]#[N:33].N(OCCC(C)C)=O. Given the product [CH2:26]([C@H:18]1[N:17]([CH:28]([CH3:29])[CH3:30])[C:16]2[N:15]=[C:14]([C:4]3[S:3][C:2]([C:32]#[N:33])=[N:6][C:5]=3[C:7]3[CH:8]=[CH:9][C:10]([F:13])=[CH:11][CH:12]=3)[N:23]=[CH:22][C:21]=2[N:20]([CH3:24])[C:19]1=[O:25])[CH3:27], predict the reactants needed to synthesize it. (3) Given the product [Cl:23][C:20]1[CH:21]=[CH:22][C:17]([C:16]#[C:15][CH2:14][O:2][C:3]2[CH:8]=[CH:7][C:6]([S:9]([OH:12])(=[O:10])=[O:11])=[CH:5][CH:4]=2)=[CH:18][CH:19]=1, predict the reactants needed to synthesize it. The reactants are: [Na+].[OH:2][C:3]1[CH:8]=[CH:7][C:6]([S:9]([O-:12])(=[O:11])=[O:10])=[CH:5][CH:4]=1.Br[CH2:14][C:15]#[C:16][C:17]1[CH:22]=[CH:21][C:20]([Cl:23])=[CH:19][CH:18]=1. (4) Given the product [CH3:13][O:12][C:10](=[O:11])[CH2:9][N:32]1[CH2:33][CH2:34][CH:30]([C:27]2[CH:28]=[CH:29][C:24]([S:21]([C:17]3[CH:18]=[CH:19][CH:20]=[C:15]([F:14])[CH:16]=3)(=[O:23])=[O:22])=[CH:25][C:26]=2[CH3:35])[CH2:31]1, predict the reactants needed to synthesize it. The reactants are: C(N(CC)CC)C.Br[CH2:9][C:10]([O:12][CH3:13])=[O:11].[F:14][C:15]1[CH:16]=[C:17]([S:21]([C:24]2[CH:29]=[CH:28][C:27]([CH:30]3[CH2:34][CH2:33][NH:32][CH2:31]3)=[C:26]([CH3:35])[CH:25]=2)(=[O:23])=[O:22])[CH:18]=[CH:19][CH:20]=1. (5) Given the product [S:3]([O:6][CH2:17][C:18]([O:20][CH3:23])=[O:19])([C:2]([F:15])([F:14])[F:1])(=[O:5])=[O:4], predict the reactants needed to synthesize it. The reactants are: [F:1][C:2]([F:15])([F:14])[S:3]([O:6]S(C(F)(F)F)(=O)=O)(=[O:5])=[O:4].C[CH:17](O)[C:18]([O-:20])=[O:19].N1C=CC=C[CH:23]=1. (6) Given the product [CH3:6][N:7]1[CH2:12][CH2:11][N:10]([C:13]2[CH:18]=[C:17]([N:19]3[CH:28]([CH3:29])[CH2:27][C:26]4[C:21](=[CH:22][C:23]([CH:30]5[CH2:31][CH2:32][N:33]([C:37](=[O:40])[CH2:38][CH3:39])[CH2:34][CH2:35]5)=[CH:24][CH:25]=4)[CH2:20]3)[N:16]=[C:15]([NH2:36])[N:14]=2)[CH2:9][CH2:8]1, predict the reactants needed to synthesize it. The reactants are: Cl.Cl.Cl.Cl.Cl.[CH3:6][N:7]1[CH2:12][CH2:11][N:10]([C:13]2[CH:18]=[C:17]([N:19]3[CH:28]([CH3:29])[CH2:27][C:26]4[C:21](=[CH:22][C:23]([CH:30]5[CH2:35][CH2:34][NH:33][CH2:32][CH2:31]5)=[CH:24][CH:25]=4)[CH2:20]3)[N:16]=[C:15]([NH2:36])[N:14]=2)[CH2:9][CH2:8]1.[C:37](Cl)(=[O:40])[CH2:38][CH3:39]. (7) Given the product [ClH:1].[F:20][C:17]1[CH:16]=[CH:15][C:14]([C:12](=[O:13])[CH2:11][CH2:10][NH:9][CH3:2])=[CH:19][CH:18]=1, predict the reactants needed to synthesize it. The reactants are: [ClH:1].[CH2:2]([N:9](C)[CH2:10][CH2:11][C:12]([C:14]1[CH:19]=[CH:18][C:17]([F:20])=[CH:16][CH:15]=1)=[O:13])C1C=CC=CC=1.